Dataset: Reaction yield outcomes from USPTO patents with 853,638 reactions. Task: Predict the reaction yield, written as a fraction of the theoretical maximum amount of product (1.0 means a 100% yield; for example, 0.34 means a 34% yield). (1) The reactants are [NH2:1][C:2]1[N:10]=[C:9]([CH:11]([OH:15])[CH2:12][CH2:13][CH3:14])[N:8]=[C:7]2[C:3]=1[N:4]=[C:5](Br)[N:6]2[CH3:16].[NH:18]1[CH:22]=[CH:21][N:20]=[N:19]1. The catalyst is CN(C=O)C. The product is [NH2:1][C:2]1[N:10]=[C:9]([CH:11]([OH:15])[CH2:12][CH2:13][CH3:14])[N:8]=[C:7]2[C:3]=1[N:4]=[C:5]([N:19]1[N:20]=[CH:21][CH:22]=[N:18]1)[N:6]2[CH3:16]. The yield is 0.300. (2) The reactants are [NH2:1][C:2]1[C:3]2[N:4]([C:8]([C@@H:29]3[CH2:33][CH2:32][CH2:31][NH:30]3)=[N:9][C:10]=2[C:11]2[CH:28]=[CH:27][C:14]([C:15]([NH:17][C:18]3[CH:23]=[C:22]([CH2:24][CH2:25][CH3:26])[CH:21]=[CH:20][N:19]=3)=[O:16])=[CH:13][CH:12]=2)[CH:5]=[CH:6][N:7]=1.[CH3:34][O:35][CH2:36]/[CH:37]=[CH:38]/[C:39](O)=[O:40]. No catalyst specified. The product is [NH2:1][C:2]1[C:3]2[N:4]([C:8]([C@@H:29]3[CH2:33][CH2:32][CH2:31][N:30]3[C:39](=[O:40])/[CH:38]=[CH:37]/[CH2:36][O:35][CH3:34])=[N:9][C:10]=2[C:11]2[CH:12]=[CH:13][C:14]([C:15]([NH:17][C:18]3[CH:23]=[C:22]([CH2:24][CH2:25][CH3:26])[CH:21]=[CH:20][N:19]=3)=[O:16])=[CH:27][CH:28]=2)[CH:5]=[CH:6][N:7]=1. The yield is 0.657. (3) The reactants are [NH2:1][C:2]1[N:7]=[C:6]([N:8]2[CH2:13][CH2:12][N:11](C(OC(C)(C)C)=O)[CH2:10][CH2:9]2)[C:5]([NH2:21])=[C:4]([SH:22])[N:3]=1.[C:23]1([CH3:32])[CH:28]=[CH:27][C:26]([C:29](Cl)=O)=[CH:25][CH:24]=1. No catalyst specified. The product is [N:8]1([C:6]2[C:5]3[N:21]=[C:32]([C:23]4[CH:28]=[CH:27][C:26]([CH3:29])=[CH:25][CH:24]=4)[S:22][C:4]=3[N:3]=[C:2]([NH2:1])[N:7]=2)[CH2:9][CH2:10][NH:11][CH2:12][CH2:13]1. The yield is 0.800. (4) The reactants are [N+:1]([C:4]1[C:5]([Br:16])=[C:6]([Cl:15])[C:7]2[O:11][C:10]([F:13])([F:12])[O:9][C:8]=2[CH:14]=1)([O-])=O.[Cl-].[NH4+]. The catalyst is C(O)C.O.[Fe]. The product is [NH2:1][C:4]1[C:5]([Br:16])=[C:6]([Cl:15])[C:7]2[O:11][C:10]([F:13])([F:12])[O:9][C:8]=2[CH:14]=1. The yield is 1.00. (5) The reactants are [CH3:1][C@H:2]1[N:7]([C:8]2[CH:13]=[C:12]([C:14]3([S:17]([CH3:20])(=[NH:19])=[O:18])[CH2:16][CH2:15]3)[N:11]=[C:10]([C:21]3[CH:26]=[N:25][CH:24]=[C:23]4[N:27](C(OC(C)(C)C)=O)[CH:28]=[CH:29][C:22]=34)[N:9]=2)[CH2:6][CH2:5][O:4][CH2:3]1.C(O)(C(F)(F)F)=O. The catalyst is C(Cl)Cl. The product is [CH3:1][C@@H:2]1[CH2:3][O:4][CH2:5][CH2:6][N:7]1[C:8]1[CH:13]=[C:12]([C:14]2([S:17]([CH3:20])(=[NH:19])=[O:18])[CH2:16][CH2:15]2)[N:11]=[C:10]([C:21]2[CH:26]=[N:25][CH:24]=[C:23]3[NH:27][CH:28]=[CH:29][C:22]=23)[N:9]=1. The yield is 0.480. (6) The reactants are [CH2:1]([O:8][CH2:9][C@H:10]1[NH:15][C:14](=O)[CH2:13][N:12]([CH3:17])[C:11]1=O)[C:2]1[CH:7]=[CH:6][CH:5]=[CH:4][CH:3]=1.[OH-].[Na+]. The catalyst is C1COCC1.[H-].[H-].[H-].[H-].[Li+].[Al+3].O. The product is [CH2:1]([O:8][CH2:9][C@H:10]1[NH:15][CH2:14][CH2:13][N:12]([CH3:17])[CH2:11]1)[C:2]1[CH:3]=[CH:4][CH:5]=[CH:6][CH:7]=1. The yield is 0.835.